From a dataset of Reaction yield outcomes from USPTO patents with 853,638 reactions. Predict the reaction yield, written as a fraction of the theoretical maximum amount of product (1.0 means a 100% yield; for example, 0.34 means a 34% yield). (1) The reactants are [N+:1]([C:4]1[CH:10]=[CH:9][C:7]([NH2:8])=[CH:6][CH:5]=1)([O-:3])=[O:2].[Br:11]Br. The catalyst is CC(O)=O. The product is [Br:11][C:9]1[CH:10]=[C:4]([N+:1]([O-:3])=[O:2])[CH:5]=[CH:6][C:7]=1[NH2:8]. The yield is 0.800. (2) The reactants are [CH3:1][O:2][C:3](=[O:18])[CH2:4][C:5]1[C:6](=[O:17])[NH:7][C:8]2[C:13]([CH:14]=1)=[CH:12][CH:11]=[C:10]([O:15][CH3:16])[CH:9]=2.C[Si]([N-][Si](C)(C)C)(C)C.[K+].[CH2:29](I)[CH3:30].CCOCC. The catalyst is O1CCCC1. The product is [CH3:1][O:2][C:3](=[O:18])[CH2:4][C:5]1[C:6](=[O:17])[N:7]([CH2:29][CH3:30])[C:8]2[C:13]([CH:14]=1)=[CH:12][CH:11]=[C:10]([O:15][CH3:16])[CH:9]=2. The yield is 0.790. (3) The reactants are [CH3:1][C:2]1([CH3:20])[C:7]2[CH:8]=[C:9]([C:12]3[NH:16][C:15]([C:17]#[N:18])=[CH:14][CH:13]=3)[CH:10]=[CH:11][C:6]=2[NH:5][C:4](=[O:19])[O:3]1.[C:21](=O)([O-])[O-].[K+].[K+].IC.O. The catalyst is CN(C)C=O. The product is [CH3:1][C:2]1([CH3:20])[C:7]2[CH:8]=[C:9]([C:12]3[N:16]([CH3:21])[C:15]([C:17]#[N:18])=[CH:14][CH:13]=3)[CH:10]=[CH:11][C:6]=2[NH:5][C:4](=[O:19])[O:3]1. The yield is 0.410. (4) The reactants are [CH:1]1([CH2:6][CH:7]([C:20]2[CH:25]=[CH:24][C:23]([Cl:26])=[C:22]([Cl:27])[CH:21]=2)[C:8]([NH:10][C:11]2[S:12][CH:13]=[C:14]([CH2:16][C:17]([OH:19])=[O:18])[N:15]=2)=[O:9])[CH2:5][CH2:4][CH2:3][CH2:2]1.[CH3:28]O. The catalyst is S(=O)(=O)(O)O. The product is [CH3:28][O:18][C:17](=[O:19])[CH2:16][C:14]1[N:15]=[C:11]([NH:10][C:8](=[O:9])[CH:7]([C:20]2[CH:25]=[CH:24][C:23]([Cl:26])=[C:22]([Cl:27])[CH:21]=2)[CH2:6][CH:1]2[CH2:5][CH2:4][CH2:3][CH2:2]2)[S:12][CH:13]=1. The yield is 0.780. (5) The reactants are [Cl-].O[NH3+:3].[C:4](=[O:7])([O-])[OH:5].[Na+].CS(C)=O.[OH:13][C:14]([CH3:52])([CH3:51])[CH2:15][O:16][CH:17]1[CH2:22][CH2:21][CH:20]([N:23]2[C:28](=[O:29])[C:27]([CH2:30][C:31]3[CH:36]=[CH:35][C:34]([C:37]4[C:38]([C:43]#[N:44])=[CH:39][CH:40]=[CH:41][CH:42]=4)=[CH:33][CH:32]=3)=[C:26]([CH2:45][CH2:46][CH3:47])[N:25]3[N:48]=[CH:49][N:50]=[C:24]23)[CH2:19][CH2:18]1. The catalyst is C(OCC)(=O)C. The product is [OH:13][C:14]([CH3:51])([CH3:52])[CH2:15][O:16][C@@H:17]1[CH2:22][CH2:21][C@H:20]([N:23]2[C:28](=[O:29])[C:27]([CH2:30][C:31]3[CH:36]=[CH:35][C:34]([C:37]4[CH:42]=[CH:41][CH:40]=[CH:39][C:38]=4[C:43]4[NH:3][C:4](=[O:7])[O:5][N:44]=4)=[CH:33][CH:32]=3)=[C:26]([CH2:45][CH2:46][CH3:47])[N:25]3[N:48]=[CH:49][N:50]=[C:24]23)[CH2:19][CH2:18]1. The yield is 0.460.